From a dataset of Peptide-MHC class I binding affinity with 185,985 pairs from IEDB/IMGT. Regression. Given a peptide amino acid sequence and an MHC pseudo amino acid sequence, predict their binding affinity value. This is MHC class I binding data. (1) The peptide sequence is KLMSGKDVF. The MHC is HLA-A32:01 with pseudo-sequence HLA-A32:01. The binding affinity (normalized) is 0.424. (2) The peptide sequence is LLKDRNELF. The MHC is HLA-B15:03 with pseudo-sequence HLA-B15:03. The binding affinity (normalized) is 0.745. (3) The peptide sequence is WAKLLKQKW. The MHC is HLA-A26:01 with pseudo-sequence HLA-A26:01. The binding affinity (normalized) is 0.0847. (4) The peptide sequence is MRDLRQHEV. The MHC is HLA-A02:12 with pseudo-sequence HLA-A02:12. The binding affinity (normalized) is 0.0847. (5) The peptide sequence is IRHVYHNLK. The MHC is HLA-B08:03 with pseudo-sequence HLA-B08:03. The binding affinity (normalized) is 0.0847. (6) The peptide sequence is RDVLGTFDT. The binding affinity (normalized) is 0.0564. The MHC is HLA-B44:03 with pseudo-sequence HLA-B44:03. (7) The peptide sequence is LMIIPLINV. The MHC is HLA-A01:01 with pseudo-sequence HLA-A01:01. The binding affinity (normalized) is 0. (8) The peptide sequence is EQRSTAYEI. The MHC is HLA-A02:01 with pseudo-sequence HLA-A02:01. The binding affinity (normalized) is 0.159.